From a dataset of Full USPTO retrosynthesis dataset with 1.9M reactions from patents (1976-2016). Predict the reactants needed to synthesize the given product. (1) Given the product [C:26]([O:25][C:23]([N:22]=[C:21]([NH:30][C:31]([O:33][C:34]([CH3:36])([CH3:35])[CH3:37])=[O:32])[NH:20][C:16]1[CH:15]=[C:14]([CH:4]([O:5][P:6]([CH:9]([NH:13][S:56]([CH:55]=[CH:54][C:48]2[CH:53]=[CH:52][CH:51]=[CH:50][CH:49]=2)(=[O:58])=[O:57])[CH:10]([CH3:12])[CH3:11])([OH:8])=[O:7])[C:3]([O:2][CH3:1])=[O:38])[CH:19]=[CH:18][CH:17]=1)=[O:24])([CH3:28])([CH3:29])[CH3:27], predict the reactants needed to synthesize it. The reactants are: [CH3:1][O:2][C:3](=[O:38])[CH:4]([C:14]1[CH:19]=[CH:18][CH:17]=[C:16]([NH:20][C:21]([NH:30][C:31]([O:33][C:34]([CH3:37])([CH3:36])[CH3:35])=[O:32])=[N:22][C:23]([O:25][C:26]([CH3:29])([CH3:28])[CH3:27])=[O:24])[CH:15]=1)[O:5][P:6]([CH:9]([NH2:13])[CH:10]([CH3:12])[CH3:11])([OH:8])=[O:7].CCN(C(C)C)C(C)C.[C:48]1([CH:54]=[CH:55][S:56](Cl)(=[O:58])=[O:57])[CH:53]=[CH:52][CH:51]=[CH:50][CH:49]=1. (2) Given the product [Cl:1][C:2]1[CH:3]=[C:4]([CH:9]([NH:20][C:21]([N:23]2[CH2:32][CH2:31][C:30]3[CH:29]=[N:28][C:27]([NH:33][CH:34]([CH3:36])[CH3:35])=[N:26][C:25]=3[CH2:24]2)=[O:22])[CH2:10][CH2:11][NH:12][CH3:13])[CH:5]=[CH:6][C:7]=1[Cl:8], predict the reactants needed to synthesize it. The reactants are: [Cl:1][C:2]1[CH:3]=[C:4]([CH:9]([NH:20][C:21]([N:23]2[CH2:32][CH2:31][C:30]3[CH:29]=[N:28][C:27]([NH:33][CH:34]([CH3:36])[CH3:35])=[N:26][C:25]=3[CH2:24]2)=[O:22])[CH2:10][CH2:11][NH:12][C:13](=O)OC(C)(C)C)[CH:5]=[CH:6][C:7]=1[Cl:8]. (3) The reactants are: Cl[C:2]1[N:7]=[C:6]([O:8][CH3:9])[CH:5]=[C:4]([O:10][CH3:11])[N:3]=1.[C:12]([O:16][C:17]([N:19]1[CH2:24][CH2:23][CH:22]([NH2:25])[CH2:21][CH2:20]1)=[O:18])([CH3:15])([CH3:14])[CH3:13]. Given the product [C:12]([O:16][C:17]([N:19]1[CH2:24][CH2:23][CH:22]([NH:25][C:2]2[N:7]=[C:6]([O:8][CH3:9])[CH:5]=[C:4]([O:10][CH3:11])[N:3]=2)[CH2:21][CH2:20]1)=[O:18])([CH3:15])([CH3:13])[CH3:14], predict the reactants needed to synthesize it. (4) Given the product [F:1][C:2]1[CH:3]=[C:4]([C:8]2[N:12]=[C:11]([CH:13]3[CH2:18][CH:17]([C:19]4[CH:24]=[CH:23][C:22]([C:25]([F:28])([F:26])[F:27])=[CH:21][CH:20]=4)[CH2:16][NH:15][CH2:14]3)[O:10][N:9]=2)[CH:5]=[CH:6][CH:7]=1, predict the reactants needed to synthesize it. The reactants are: [F:1][C:2]1[CH:3]=[C:4]([C:8]2[N:12]=[C:11]([CH:13]3[CH2:18][CH:17]([C:19]4[CH:24]=[CH:23][C:22]([C:25]([F:28])([F:27])[F:26])=[CH:21][CH:20]=4)[CH2:16][N:15](C(OC(C)(C)C)=O)[CH2:14]3)[O:10][N:9]=2)[CH:5]=[CH:6][CH:7]=1.FC(F)(F)C(O)=O.